From a dataset of Catalyst prediction with 721,799 reactions and 888 catalyst types from USPTO. Predict which catalyst facilitates the given reaction. (1) Reactant: [C:1]([O:5][C:6]([N:8]1[CH2:13][CH2:12][CH2:11][CH:10]([CH2:14][OH:15])[CH2:9]1)=[O:7])([CH3:4])([CH3:3])[CH3:2].CCN(C(C)C)C(C)C.[CH3:25][S:26](Cl)(=[O:28])=[O:27]. Product: [C:1]([O:5][C:6]([N:8]1[CH2:13][CH2:12][CH2:11][CH:10]([CH2:14][O:15][S:26]([CH3:25])(=[O:28])=[O:27])[CH2:9]1)=[O:7])([CH3:4])([CH3:3])[CH3:2]. The catalyst class is: 4. (2) Reactant: Cl[C:2]1[CH:7]=[CH:6][N:5]=[C:4]2[CH:8]=[CH:9][S:10][C:3]=12.O.O.[SH2:13].[Na].Cl. Product: [S:10]1[C:3]2[C:4](=[N:5][CH:6]=[CH:7][C:2]=2[SH:13])[CH:8]=[CH:9]1. The catalyst class is: 88. (3) Reactant: Cl[CH2:2][C:3]1[CH:8]=[CH:7][C:6]([CH2:9][OH:10])=[CH:5][CH:4]=1.[F:11][C:12]([F:21])([F:20])[C:13]1[CH:14]=[CH:15][C:16]([OH:19])=[N:17][CH:18]=1.C(=O)([O-])[O-].[K+].[K+]. Product: [OH:10][CH2:9][C:6]1[CH:7]=[CH:8][C:3]([CH2:2][N:17]2[CH:18]=[C:13]([C:12]([F:20])([F:21])[F:11])[CH:14]=[CH:15][C:16]2=[O:19])=[CH:4][CH:5]=1. The catalyst class is: 10.